This data is from Forward reaction prediction with 1.9M reactions from USPTO patents (1976-2016). The task is: Predict the product of the given reaction. The product is: [ClH:1].[ClH:1].[CH3:2][O:3][C:4]1[CH:5]=[C:6](/[CH:16]=[CH:17]/[C:18]([NH:20][NH2:21])=[O:19])[CH:7]=[CH:8][C:9]=1[N:10]1[CH:14]=[C:13]([CH3:15])[N:12]=[CH:11]1. Given the reactants [ClH:1].[CH3:2][O:3][C:4]1[CH:5]=[C:6](/[CH:16]=[CH:17]/[C:18]([NH:20][NH:21]C(OC(C)(C)C)=O)=[O:19])[CH:7]=[CH:8][C:9]=1[N:10]1[CH:14]=[C:13]([CH3:15])[N:12]=[CH:11]1, predict the reaction product.